Dataset: Peptide-MHC class I binding affinity with 185,985 pairs from IEDB/IMGT. Task: Regression. Given a peptide amino acid sequence and an MHC pseudo amino acid sequence, predict their binding affinity value. This is MHC class I binding data. The peptide sequence is LENCILIRL. The MHC is HLA-B45:01 with pseudo-sequence HLA-B45:01. The binding affinity (normalized) is 0.331.